From a dataset of Full USPTO retrosynthesis dataset with 1.9M reactions from patents (1976-2016). Predict the reactants needed to synthesize the given product. (1) The reactants are: [F:1][C:2]1[CH:7]=[CH:6][C:5]([C:8]2([OH:22])[CH2:13][CH2:12][C:11]([C:16]3[CH:21]=[CH:20][CH:19]=[CH:18][CH:17]=3)([C:14]#[N:15])[CH2:10][CH2:9]2)=[CH:4][CH:3]=1.[CH3:23]N(C=O)C. Given the product [F:1][C:2]1[CH:3]=[CH:4][C:5]([C:8]2([O:22][CH3:23])[CH2:13][CH2:12][C:11]([C:16]3[CH:17]=[CH:18][CH:19]=[CH:20][CH:21]=3)([C:14]#[N:15])[CH2:10][CH2:9]2)=[CH:6][CH:7]=1, predict the reactants needed to synthesize it. (2) Given the product [Cl:8][C:9]1[CH:10]=[CH:11][C:12]([N:15]2[CH:19]=[CH:18][C:17]([O:20][CH2:21][CH:22]3[O:23][C:4](=[O:5])[N:3]([O:2][CH3:1])[CH:24]3[CH3:25])=[N:16]2)=[CH:13][CH:14]=1, predict the reactants needed to synthesize it. The reactants are: [CH3:1][O:2][NH:3][C:4](=O)[O:5]C.[Cl:8][C:9]1[CH:14]=[CH:13][C:12]([N:15]2[CH:19]=[CH:18][C:17]([O:20][CH2:21][C@@H:22]3[C@H:24]([CH3:25])[O:23]3)=[N:16]2)=[CH:11][CH:10]=1.O.